Dataset: Full USPTO retrosynthesis dataset with 1.9M reactions from patents (1976-2016). Task: Predict the reactants needed to synthesize the given product. (1) Given the product [OH:11][C:8]1[CH:9]=[CH:10][C:5]([C:3]2[N:12]=[C:13]3[N:18]=[CH:17][C:16]([I:19])=[CH:15][N:14]3[CH:2]=2)=[CH:6][CH:7]=1, predict the reactants needed to synthesize it. The reactants are: Br[CH2:2][C:3]([C:5]1[CH:10]=[CH:9][C:8]([OH:11])=[CH:7][CH:6]=1)=O.[NH2:12][C:13]1[N:18]=[CH:17][C:16]([I:19])=[CH:15][N:14]=1. (2) Given the product [C:33]([N:28]1[CH2:26][CH2:25][C@@H:30]([NH:34][C:35]2[C:40](=[O:41])[NH:39][CH:38]=[C:37]([C:42]3[CH:47]=[CH:46][N:45]=[CH:44][CH:43]=3)[CH:36]=2)[CH2:29]1)(=[O:8])[CH:32]=[CH2:31], predict the reactants needed to synthesize it. The reactants are: BrC1C=C(N[C@@H]2CCCN(C(OC(C)(C)C)=O)C2)C([O:8]C)=NC=1.Cl[CH2:25][C:26]([N:28]1[CH2:33][CH2:32][CH2:31][C@@H:30]([NH:34][C:35]2[C:40](=[O:41])[NH:39][CH:38]=[C:37]([C:42]3[CH:47]=[CH:46][N:45]=[CH:44][CH:43]=3)[CH:36]=2)[CH2:29]1)=O. (3) Given the product [CH:14]1([C:11]2[CH:10]=[C:9]3[C:8](=[CH:13][CH:12]=2)[NH:7][C:18]([C:19]2[CH:24]=[CH:23][CH:22]=[CH:21][CH:20]=2)=[CH:17]3)[CH2:16][CH2:15]1, predict the reactants needed to synthesize it. The reactants are: C(OC(=O)[NH:7][C:8]1[CH:13]=[CH:12][C:11]([CH:14]2[CH2:16][CH2:15]2)=[CH:10][C:9]=1[CH2:17][C:18](=O)[C:19]1[CH:24]=[CH:23][CH:22]=[CH:21][CH:20]=1)(C)(C)C.FC(F)(F)C(O)=O. (4) Given the product [Cl:9][C:6]1[CH:5]=[C:4]([F:10])[C:3]([N:11]2[C:16](=[O:17])[CH:15]=[C:14]([C:18]([F:21])([F:20])[F:19])[N:13]([CH3:22])[C:12]2=[O:23])=[C:2]([N:1]=[C:32]=[O:34])[C:7]=1[CH3:8], predict the reactants needed to synthesize it. The reactants are: [NH2:1][C:2]1[C:7]([CH3:8])=[C:6]([Cl:9])[CH:5]=[C:4]([F:10])[C:3]=1[N:11]1[C:16](=[O:17])[CH:15]=[C:14]([C:18]([F:21])([F:20])[F:19])[N:13]([CH3:22])[C:12]1=[O:23].C(N(CC)CC)C.Cl[C:32](Cl)([O:34]C(=O)OC(Cl)(Cl)Cl)Cl. (5) Given the product [Cl:1][C:2]1[CH:7]=[CH:6][N:5]=[C:4]([NH:8][C:26]([C:23]2[N:22]=[N:21][N:20]([C:17]3[CH:18]=[CH:19][C:14]([F:13])=[CH:15][CH:16]=3)[C:24]=2[CH3:25])=[O:27])[N:3]=1, predict the reactants needed to synthesize it. The reactants are: [Cl:1][C:2]1[CH:7]=[CH:6][N:5]=[C:4]([NH2:8])[N:3]=1.C[Al](C)C.[F:13][C:14]1[CH:19]=[CH:18][C:17]([N:20]2[C:24]([CH3:25])=[C:23]([C:26](OC)=[O:27])[N:22]=[N:21]2)=[CH:16][CH:15]=1. (6) Given the product [Br:14][C:15]1[CH:22]=[CH:21][C:18]([CH:19]2[S:26][CH2:25][C:24](=[O:27])[NH:7][C:6]3[N:2]([CH3:1])[N:3]=[C:4]([C:8]4[CH:13]=[CH:12][CH:11]=[CH:10][N:9]=4)[C:5]2=3)=[C:17]([Cl:23])[CH:16]=1, predict the reactants needed to synthesize it. The reactants are: [CH3:1][N:2]1[C:6]([NH2:7])=[CH:5][C:4]([C:8]2[CH:13]=[CH:12][CH:11]=[CH:10][N:9]=2)=[N:3]1.[Br:14][C:15]1[CH:22]=[CH:21][C:18]([CH:19]=O)=[C:17]([Cl:23])[CH:16]=1.[C:24](O)(=[O:27])[CH2:25][SH:26]. (7) Given the product [C:21]([C:20]1[CH:1]([C:3]2[CH:12]=[CH:11][C:6]([C:7]([O:9][CH3:10])=[O:8])=[CH:5][CH:4]=2)[N:33]([CH2:32][CH2:31][C:27]2[CH:28]=[CH:29][CH:30]=[C:25]([Cl:24])[CH:26]=2)[C:16](=[O:17])[C:18]=1[OH:19])(=[O:22])[CH3:23], predict the reactants needed to synthesize it. The reactants are: [CH:1]([C:3]1[CH:12]=[CH:11][C:6]([C:7]([O:9][CH3:10])=[O:8])=[CH:5][CH:4]=1)=O.CCO[C:16]([C:18]([CH2:20][C:21]([CH3:23])=[O:22])=[O:19])=[O:17].[Cl:24][C:25]1[CH:26]=[C:27]([CH2:31][CH2:32][NH2:33])[CH:28]=[CH:29][CH:30]=1.